From a dataset of Full USPTO retrosynthesis dataset with 1.9M reactions from patents (1976-2016). Predict the reactants needed to synthesize the given product. (1) Given the product [Cl:23][C:17]1[CH:18]=[C:19]([Cl:22])[CH:20]=[CH:21][C:16]=1[CH2:15][NH:14][C:12]1[N:11]2[N:24]=[CH:25][CH:26]=[C:10]2[N:9]=[C:8]([C:5]2[CH:6]=[CH:7][C:2]([NH:1][C:33]([CH:28]3[CH2:29][CH2:30][C:31](=[O:32])[NH:27]3)=[O:34])=[CH:3][CH:4]=2)[CH:13]=1, predict the reactants needed to synthesize it. The reactants are: [NH2:1][C:2]1[CH:7]=[CH:6][C:5]([C:8]2[CH:13]=[C:12]([NH:14][CH2:15][C:16]3[CH:21]=[CH:20][C:19]([Cl:22])=[CH:18][C:17]=3[Cl:23])[N:11]3[N:24]=[CH:25][CH:26]=[C:10]3[N:9]=2)=[CH:4][CH:3]=1.[NH:27]1[C:31](=[O:32])[CH2:30][CH2:29][C@@H:28]1[C:33](O)=[O:34].Cl.CN(C)CCCN=C=NCC.O.ON1C2C=CC=CC=2N=N1. (2) Given the product [NH4+:1].[OH-:12].[CH3:13][O:12][CH2:11][CH2:10][CH2:9][N:6]1[CH:5]=[C:4]([CH3:7])[S:3][C:2]1=[NH:1], predict the reactants needed to synthesize it. The reactants are: [NH2:1][C:2]1[S:3][C:4]([CH3:7])=[CH:5][N:6]=1.Br[CH2:9][CH2:10][CH2:11][O:12][CH3:13]. (3) Given the product [CH:25]1([N:24]2[C:23]3[CH:31]=[CH:32][C:33]([CH2:35][OH:36])=[CH:34][C:22]=3[N:21]=[C:20]2[NH:19][C:5]2[C:4]3[C:8](=[CH:9][CH:10]=[C:2]([C:44]4[CH:43]=[CH:42][CH:41]=[C:40]([CH2:39][O:38][CH3:37])[CH:45]=4)[CH:3]=3)[N:7]([CH2:11][O:12][CH2:13][CH2:14][Si:15]([CH3:16])([CH3:17])[CH3:18])[N:6]=2)[CH2:26][CH2:27][CH2:28][CH2:29][CH2:30]1, predict the reactants needed to synthesize it. The reactants are: Br[C:2]1[CH:3]=[C:4]2[C:8](=[CH:9][CH:10]=1)[N:7]([CH2:11][O:12][CH2:13][CH2:14][Si:15]([CH3:18])([CH3:17])[CH3:16])[N:6]=[C:5]2[NH:19][C:20]1[N:24]([CH:25]2[CH2:30][CH2:29][CH2:28][CH2:27][CH2:26]2)[C:23]2[CH:31]=[CH:32][C:33]([CH2:35][OH:36])=[CH:34][C:22]=2[N:21]=1.[CH3:37][O:38][CH2:39][C:40]1[CH:41]=[C:42](B(O)O)[CH:43]=[CH:44][CH:45]=1.ClCCl. (4) Given the product [CH3:11][O:10][C:8]([C:6]1[CH:5]=[C:4]([NH:17][CH2:16][C:15]2[CH:18]=[CH:19][C:20]([F:22])=[CH:21][C:14]=2[F:13])[N:3]=[C:2]([Cl:1])[N:7]=1)=[O:9], predict the reactants needed to synthesize it. The reactants are: [Cl:1][C:2]1[N:7]=[C:6]([C:8]([O:10][CH3:11])=[O:9])[CH:5]=[C:4](Cl)[N:3]=1.[F:13][C:14]1[CH:21]=[C:20]([F:22])[CH:19]=[CH:18][C:15]=1[CH2:16][NH2:17].C(N(CC)CC)C. (5) The reactants are: [Cl:1][C:2]1[C:7]([Cl:8])=[C:6]([S:9](=[O:18])(=[O:17])[NH:10][C@@H:11]([CH3:16])[C:12]([F:15])([F:14])[F:13])[CH:5]=[CH:4][C:3]=1[C:19]1[S:23][C:22]([C:24]([O:26]CC)=O)=[N:21][C:20]=1[C:29](=[O:35])[N:30]([CH2:33][CH3:34])[CH2:31][CH3:32].O.[NH2:37][NH2:38]. Given the product [Cl:1][C:2]1[C:7]([Cl:8])=[C:6]([S:9](=[O:17])(=[O:18])[NH:10][C@@H:11]([CH3:16])[C:12]([F:14])([F:13])[F:15])[CH:5]=[CH:4][C:3]=1[C:19]1[S:23][C:22]([C:24]([NH:37][NH2:38])=[O:26])=[N:21][C:20]=1[C:29]([N:30]([CH2:33][CH3:34])[CH2:31][CH3:32])=[O:35], predict the reactants needed to synthesize it. (6) Given the product [NH2:1][C:4]1[N:9]=[CH:8][N:7]=[C:6]([O:10][C:11]2[CH:16]=[CH:15][C:14]([NH:17][C:18]([NH:20][C:21]3[N:22]([C:30]4[CH:31]=[CH:32][C:33]([CH3:36])=[CH:34][CH:35]=4)[N:23]=[C:24]([C:26]([CH3:29])([CH3:28])[CH3:27])[CH:25]=3)=[O:19])=[CH:13][CH:12]=2)[CH:5]=1, predict the reactants needed to synthesize it. The reactants are: [N:1]([C:4]1[N:9]=[CH:8][N:7]=[C:6]([O:10][C:11]2[CH:16]=[CH:15][C:14]([NH:17][C:18]([NH:20][C:21]3[N:22]([C:30]4[CH:35]=[CH:34][C:33]([CH3:36])=[CH:32][CH:31]=4)[N:23]=[C:24]([C:26]([CH3:29])([CH3:28])[CH3:27])[CH:25]=3)=[O:19])=[CH:13][CH:12]=2)[CH:5]=1)=[N+]=[N-]. (7) Given the product [ClH:43].[ClH:43].[CH2:1]([O:3][C:4]1[CH:5]=[C:6]2[C:11](=[C:12]3[CH2:16][C:15]([CH3:18])([CH3:17])[O:14][C:13]=13)[C:10]([C:19]1[CH:20]=[C:21]([NH:25][C:26]([CH:28]3[CH2:33][CH2:32][CH2:31][NH:30][CH2:29]3)=[O:27])[CH:22]=[CH:23][CH:24]=1)=[N:9][C:8]([CH3:41])([CH3:42])[CH2:7]2)[CH3:2], predict the reactants needed to synthesize it. The reactants are: [CH2:1]([O:3][C:4]1[CH:5]=[C:6]2[C:11](=[C:12]3[CH2:16][C:15]([CH3:18])([CH3:17])[O:14][C:13]=13)[C:10]([C:19]1[CH:20]=[C:21]([NH:25][C:26]([CH:28]3[CH2:33][CH2:32][CH2:31][N:30](C(OC(C)(C)C)=O)[CH2:29]3)=[O:27])[CH:22]=[CH:23][CH:24]=1)=[N:9][C:8]([CH3:42])([CH3:41])[CH2:7]2)[CH3:2].[ClH:43].C(OCC)(=O)C. (8) Given the product [CH3:12][O:11][C:4]1[CH:5]=[C:6]([O:9][CH3:10])[CH:7]=[CH:8][C:3]=1[CH:22]([C:3]1[CH:8]=[CH:7][C:6]([O:9][CH3:10])=[CH:5][C:4]=1[O:11][CH3:12])[CH2:21][O:20][SiH3:16], predict the reactants needed to synthesize it. The reactants are: [Mg].Br[C:3]1[CH:8]=[CH:7][C:6]([O:9][CH3:10])=[CH:5][C:4]=1[O:11][CH3:12].C(O[SiH:16]([O:20][CH2:21][CH3:22])OCC)C. (9) Given the product [Br:1][C:2]1[CH:3]=[C:4]([C:8](=[O:15])[CH2:9][CH:10]([O:14][Si:25]([C:21]([CH3:24])([CH3:23])[CH3:22])([CH3:28])[CH3:27])[CH2:11][CH:12]=[CH2:13])[CH:5]=[CH:6][CH:7]=1, predict the reactants needed to synthesize it. The reactants are: [Br:1][C:2]1[CH:3]=[C:4]([C:8](=[O:15])[CH2:9][CH:10]([OH:14])[CH2:11][CH:12]=[CH2:13])[CH:5]=[CH:6][CH:7]=1.N1C=CN=C1.[C:21]([Si:25]([CH3:28])([CH3:27])Cl)([CH3:24])([CH3:23])[CH3:22].